This data is from Full USPTO retrosynthesis dataset with 1.9M reactions from patents (1976-2016). The task is: Predict the reactants needed to synthesize the given product. (1) The reactants are: Cl[C:2]1[N:7]=[C:6]([NH:8][CH:9]2[CH2:11][CH2:10]2)[C:5]([I:12])=[CH:4][N:3]=1.[NH2:13][C:14]1[CH:19]=[CH:18][CH:17]=[CH:16][CH:15]=1.C1(C)C=CC(S(O)(=O)=O)=CC=1. Given the product [CH:9]1([NH:8][C:6]2[C:5]([I:12])=[CH:4][N:3]=[C:2]([NH:13][C:14]3[CH:19]=[CH:18][CH:17]=[CH:16][CH:15]=3)[N:7]=2)[CH2:11][CH2:10]1, predict the reactants needed to synthesize it. (2) Given the product [F:48][C:2]([F:1])([F:47])[C:3]1[CH:4]=[C:5]([CH:40]=[C:41]([C:43]([F:44])([F:45])[F:46])[CH:42]=1)[CH2:6][N:7]([CH2:23][C:24]1[CH:29]=[C:28]([C:30]([F:33])([F:32])[F:31])[CH:27]=[CH:26][C:25]=1[O:34][CH:35]([CH2:36][CH3:37])[CH2:38][CH3:39])[C:8]1[N:9]=[CH:10][C:11]([O:14][CH2:15][CH2:16][CH2:17][C:18]([OH:20])=[O:19])=[CH:12][N:13]=1, predict the reactants needed to synthesize it. The reactants are: [F:1][C:2]([F:48])([F:47])[C:3]1[CH:4]=[C:5]([CH:40]=[C:41]([C:43]([F:46])([F:45])[F:44])[CH:42]=1)[CH2:6][N:7]([CH2:23][C:24]1[CH:29]=[C:28]([C:30]([F:33])([F:32])[F:31])[CH:27]=[CH:26][C:25]=1[O:34][CH:35]([CH2:38][CH3:39])[CH2:36][CH3:37])[C:8]1[N:13]=[CH:12][C:11]([O:14][CH2:15][CH2:16][CH2:17][C:18]([O:20]CC)=[O:19])=[CH:10][N:9]=1.[OH-].[Na+].Cl.C(OCC)(=O)C. (3) Given the product [C:12]([O-:27])(=[O:26])[CH2:13][CH2:14][CH2:15][CH2:16][CH2:17][CH2:18][CH2:19][CH2:20][CH2:21][CH2:22][CH2:23][CH2:24][CH3:25].[Cd+2:5].[C:28]([O-:43])(=[O:42])[CH2:29][CH2:30][CH2:31][CH2:32][CH2:33][CH2:34][CH2:35][CH2:36][CH2:37][CH2:38][CH2:39][CH2:40][CH3:41], predict the reactants needed to synthesize it. The reactants are: [N+]([O-])([O-])=O.[Cd+2:5].[N+]([O-])([O-])=O.[OH-].[Na+].[C:12]([OH:27])(=[O:26])[CH2:13][CH2:14][CH2:15][CH2:16][CH2:17][CH2:18][CH2:19][CH2:20][CH2:21][CH2:22][CH2:23][CH2:24][CH3:25].[C:28]([O-:43])(=[O:42])[CH2:29][CH2:30][CH2:31][CH2:32][CH2:33][CH2:34][CH2:35][CH2:36][CH2:37][CH2:38][CH2:39][CH2:40][CH3:41].[Na+]. (4) Given the product [Br:1][C:2]1[CH:7]=[CH:6][C:5]([O:8][CH:9]=[CH2:10])=[CH:4][CH:3]=1, predict the reactants needed to synthesize it. The reactants are: [Br:1][C:2]1[CH:7]=[CH:6][C:5]([OH:8])=[CH:4][CH:3]=1.[CH:9](OC(=O)C)=[CH2:10].C(=O)([O-])[O-].[Na+].[Na+]. (5) Given the product [CH:1]12[CH:9]([CH2:10][C:11]([NH:14][N:15]3[C:24](=[O:25])[C:23]4[C:18](=[CH:19][CH:20]=[CH:21][CH:22]=4)[N:17]=[C:16]3[CH2:26][CH3:27])=[O:12])[CH:5]([CH2:6][CH2:7][CH2:8]1)[CH2:4][CH2:3][CH2:2]2, predict the reactants needed to synthesize it. The reactants are: [CH:1]12[CH:9]([CH2:10][C:11](Cl)=[O:12])[CH:5]([CH2:6][CH2:7][CH2:8]1)[CH2:4][CH2:3][CH2:2]2.[NH2:14][N:15]1[C:24](=[O:25])[C:23]2[C:18](=[CH:19][CH:20]=[CH:21][CH:22]=2)[N:17]=[C:16]1[CH2:26][CH3:27]. (6) The reactants are: [F:1][C:2]1[C:9]([OH:10])=[CH:8][CH:7]=[CH:6][C:3]=1[C:4]#[N:5].Br[CH2:12][CH:13]([CH3:15])[CH3:14].C([O-])([O-])=O.[K+].[K+]. Given the product [F:1][C:2]1[C:9]([O:10][CH2:12][CH:13]([CH3:15])[CH3:14])=[CH:8][CH:7]=[CH:6][C:3]=1[C:4]#[N:5], predict the reactants needed to synthesize it. (7) The reactants are: [F:1][C:2]1[CH:3]=[C:4]([CH:39]=[CH:40][C:41]=1[O:42][CH3:43])[CH2:5][N:6]1[C:11]2[CH:12]=[C:13]([C:15]3[CH:20]=[C:19]([F:21])[CH:18]=[CH:17][C:16]=3[O:22][CH3:23])[S:14][C:10]=2[C:9](=[O:24])[N:8]([CH:25]2[CH2:30][CH2:29][N:28](C(OC(C)(C)C)=O)[CH2:27][CH2:26]2)[C:7]1=[O:38].[ClH:44]. Given the product [ClH:44].[F:1][C:2]1[CH:3]=[C:4]([CH:39]=[CH:40][C:41]=1[O:42][CH3:43])[CH2:5][N:6]1[C:11]2[CH:12]=[C:13]([C:15]3[CH:20]=[C:19]([F:21])[CH:18]=[CH:17][C:16]=3[O:22][CH3:23])[S:14][C:10]=2[C:9](=[O:24])[N:8]([CH:25]2[CH2:26][CH2:27][NH:28][CH2:29][CH2:30]2)[C:7]1=[O:38], predict the reactants needed to synthesize it. (8) Given the product [F:1][C:2]1[CH:21]=[C:20]([CH:19]=[CH:18][C:3]=1[O:4][C:5]1[C:14]2[C:9](=[CH:10][C:11]([O:17][CH2:26][CH2:27][CH2:28][N:29]3[CH2:34][CH2:33][N:32]([CH3:35])[CH2:31][CH2:30]3)=[C:12]([O:15][CH3:16])[CH:13]=2)[N:8]=[CH:7][CH:6]=1)[NH2:22], predict the reactants needed to synthesize it. The reactants are: [F:1][C:2]1[CH:21]=[C:20]([N+:22]([O-])=O)[CH:19]=[CH:18][C:3]=1[O:4][C:5]1[C:14]2[C:9](=[CH:10][C:11]([OH:17])=[C:12]([O:15][CH3:16])[CH:13]=2)[N:8]=[CH:7][CH:6]=1.Cl[CH2:26][CH2:27][CH2:28][N:29]1[CH2:34][CH2:33][N:32]([CH3:35])[CH2:31][CH2:30]1.